From a dataset of Acute oral toxicity (LD50) regression data from Zhu et al.. Regression/Classification. Given a drug SMILES string, predict its toxicity properties. Task type varies by dataset: regression for continuous values (e.g., LD50, hERG inhibition percentage) or binary classification for toxic/non-toxic outcomes (e.g., AMES mutagenicity, cardiotoxicity, hepatotoxicity). Dataset: ld50_zhu. The drug is COc1ccc2cc(C(C)C(=O)O)ccc2c1. The rat oral LD50 is 2.81, given as -log10 of the dose in mol/kg body weight (higher means more acutely toxic).